Task: Predict the product of the given reaction.. Dataset: Forward reaction prediction with 1.9M reactions from USPTO patents (1976-2016) Given the reactants Cl[C:2]1[N:7]=[C:6]([NH:8][N:9]2[CH:13]=[CH:12][CH:11]=[CH:10]2)[C:5]([F:14])=[CH:4][N:3]=1.[CH:15]([O:18][C:19]1[CH:25]=[CH:24][C:22]([NH2:23])=[CH:21][CH:20]=1)([CH3:17])[CH3:16], predict the reaction product. The product is: [F:14][C:5]1[C:6]([NH:8][N:9]2[CH:13]=[CH:12][CH:11]=[CH:10]2)=[N:7][C:2]([NH:23][C:22]2[CH:21]=[CH:20][C:19]([O:18][CH:15]([CH3:17])[CH3:16])=[CH:25][CH:24]=2)=[N:3][CH:4]=1.